This data is from Full USPTO retrosynthesis dataset with 1.9M reactions from patents (1976-2016). The task is: Predict the reactants needed to synthesize the given product. Given the product [CH3:25][N:26]([CH3:27])[CH2:13][C:11]1[N:10]([S:15]([C:18]2[CH:23]=[CH:22][CH:21]=[CH:20][CH:19]=2)(=[O:17])=[O:16])[C:7]2=[N:8][CH:9]=[C:4]([N+:1]([O-:3])=[O:2])[CH:5]=[C:6]2[CH:12]=1, predict the reactants needed to synthesize it. The reactants are: [N+:1]([C:4]1[CH:5]=[C:6]2[CH:12]=[C:11]([CH:13]=O)[N:10]([S:15]([C:18]3[CH:23]=[CH:22][CH:21]=[CH:20][CH:19]=3)(=[O:17])=[O:16])[C:7]2=[N:8][CH:9]=1)([O-:3])=[O:2].Cl.[CH3:25][NH:26][CH3:27].COC(OC)OC.C(O[BH-](OC(=O)C)OC(=O)C)(=O)C.[Na+].C([O-])(=O)C.[Na+].C(=O)(O)[O-].[Na+].